Task: Regression. Given a peptide amino acid sequence and an MHC pseudo amino acid sequence, predict their binding affinity value. This is MHC class II binding data.. Dataset: Peptide-MHC class II binding affinity with 134,281 pairs from IEDB (1) The peptide sequence is EQQINHHWHKSGSSIGKA. The MHC is DRB1_0401 with pseudo-sequence DRB1_0401. The binding affinity (normalized) is 0.472. (2) The peptide sequence is HYLALLVKYAAGDGN. The MHC is HLA-DPA10201-DPB11401 with pseudo-sequence HLA-DPA10201-DPB11401. The binding affinity (normalized) is 0.249. (3) The peptide sequence is SVLLVVALFAVFLGS. The MHC is DRB1_1101 with pseudo-sequence DRB1_1101. The binding affinity (normalized) is 0. (4) The peptide sequence is PKRPVKLFSGSNTLHL. The MHC is H-2-IAb with pseudo-sequence H-2-IAb. The binding affinity (normalized) is 0.330. (5) The peptide sequence is EGSSIGKLFTQTMKG. The MHC is DRB3_0301 with pseudo-sequence DRB3_0301. The binding affinity (normalized) is 0.313. (6) The peptide sequence is SVEFDMSHLNLTMPN. The MHC is H-2-IAb with pseudo-sequence H-2-IAb. The binding affinity (normalized) is 0.328.